Dataset: Full USPTO retrosynthesis dataset with 1.9M reactions from patents (1976-2016). Task: Predict the reactants needed to synthesize the given product. (1) The reactants are: [CH3:1][O:2][CH2:3][CH2:4][CH2:5][CH2:6][CH2:7][CH2:8][CH2:9][CH2:10][CH2:11][OH:12].C([O-])(=O)C.[Na+].[Cr](O[Cr]([O-])(=O)=O)([O-])(=O)=O.[NH+]1C=CC=CC=1.[NH+]1C=CC=CC=1. Given the product [CH3:1][O:2][CH2:3][CH2:4][CH2:5][CH2:6][CH2:7][CH2:8][CH2:9][CH2:10][CH:11]=[O:12], predict the reactants needed to synthesize it. (2) Given the product [CH2:24]([N:31]1[CH2:32][CH2:33][CH:34]([C:37]([C:38]2[CH:39]=[CH:40][C:41]([CH:44]([CH3:46])[CH3:45])=[CH:42][CH:43]=2)([C:4]2[C:5]([CH3:11])=[CH:6][C:7]([CH3:10])=[C:8]([CH3:9])[C:3]=2[O:2][CH3:1])[OH:47])[CH2:35][CH2:36]1)[C:25]1[CH:26]=[CH:27][CH:28]=[CH:29][CH:30]=1, predict the reactants needed to synthesize it. The reactants are: [CH3:1][O:2][C:3]1[C:8]([CH3:9])=[C:7]([CH3:10])[CH:6]=[C:5]([CH3:11])[C:4]=1Br.C([Li])CCC.CCCCCC.[CH2:24]([N:31]1[CH2:36][CH2:35][CH:34]([C:37](=[O:47])[C:38]2[CH:43]=[CH:42][C:41]([CH:44]([CH3:46])[CH3:45])=[CH:40][CH:39]=2)[CH2:33][CH2:32]1)[C:25]1[CH:30]=[CH:29][CH:28]=[CH:27][CH:26]=1. (3) Given the product [N:9]1([C:13]([C:15]2[CH:16]=[C:17]([Cl:36])[C:18]([O:21][C:22]3[CH:23]=[C:24]([CH:28]=[C:29]([O:31][C@@H:32]([CH3:35])[CH2:33][O:34][Si:1]([C:4]([CH3:7])([CH3:6])[CH3:5])([CH3:3])[CH3:2])[CH:30]=3)[C:25]([OH:27])=[O:26])=[N:19][CH:20]=2)=[O:14])[CH2:12][CH2:11][CH2:10]1, predict the reactants needed to synthesize it. The reactants are: [Si:1](Cl)([C:4]([CH3:7])([CH3:6])[CH3:5])([CH3:3])[CH3:2].[N:9]1([C:13]([C:15]2[CH:16]=[C:17]([Cl:36])[C:18]([O:21][C:22]3[CH:23]=[C:24]([CH:28]=[C:29]([O:31][C@@H:32]([CH3:35])[CH2:33][OH:34])[CH:30]=3)[C:25]([OH:27])=[O:26])=[N:19][CH:20]=2)=[O:14])[CH2:12][CH2:11][CH2:10]1.N12CCCN=C1CCCCC2.